From a dataset of Forward reaction prediction with 1.9M reactions from USPTO patents (1976-2016). Predict the product of the given reaction. Given the reactants [C:1]1([C:7]2[NH:11][N:10]=[C:9]([C:12]([NH:14][CH2:15][C:16]([OH:18])=O)=[O:13])[CH:8]=2)[CH:6]=[CH:5][CH:4]=[CH:3][CH:2]=1.CCN(C(C)C)C(C)C.C1C=CC2N(O)N=NC=2C=1.CCN=C=NCCCN(C)C.Cl.Cl.[Cl:51][C:52]1[CH:64]=[CH:63][C:62]([F:65])=[CH:61][C:53]=1[O:54][CH:55]1[CH2:60][CH2:59][NH:58][CH2:57][CH2:56]1, predict the reaction product. The product is: [Cl:51][C:52]1[CH:64]=[CH:63][C:62]([F:65])=[CH:61][C:53]=1[O:54][CH:55]1[CH2:56][CH2:57][N:58]([C:16](=[O:18])[CH2:15][NH:14][C:12]([C:9]2[CH:8]=[C:7]([C:1]3[CH:2]=[CH:3][CH:4]=[CH:5][CH:6]=3)[NH:11][N:10]=2)=[O:13])[CH2:59][CH2:60]1.